This data is from hERG potassium channel inhibition data for cardiac toxicity prediction from Karim et al.. The task is: Regression/Classification. Given a drug SMILES string, predict its toxicity properties. Task type varies by dataset: regression for continuous values (e.g., LD50, hERG inhibition percentage) or binary classification for toxic/non-toxic outcomes (e.g., AMES mutagenicity, cardiotoxicity, hepatotoxicity). Dataset: herg_karim. (1) The compound is CS(=O)(=O)c1ccc2c(c1)nc1n2C[C@H]([NH3+])[C@@H](c2cc(F)c(F)cc2F)C1. The result is 0 (non-blocker). (2) The molecule is O=c1c(O)c(-c2ccc(O)cc2O)oc2cc(O)cc(O)c12. The result is 0 (non-blocker).